From a dataset of Reaction yield outcomes from USPTO patents with 853,638 reactions. Predict the reaction yield, written as a fraction of the theoretical maximum amount of product (1.0 means a 100% yield; for example, 0.34 means a 34% yield). (1) The reactants are [F:1][C@@H:2]1[CH2:7][C@@H:6](OS(C)(=O)=O)[CH2:5][N:4]([C:13]([O:15][CH2:16][C:17]2[CH:22]=[CH:21][CH:20]=[CH:19][CH:18]=2)=[O:14])[CH2:3]1.CN1C(=O)CCC1.[N-:30]=[N+:31]=[N-:32].[Na+]. The catalyst is CCOC(C)=O. The product is [N:30]([C@H:6]1[CH2:7][C@@H:2]([F:1])[CH2:3][N:4]([C:13]([O:15][CH2:16][C:17]2[CH:22]=[CH:21][CH:20]=[CH:19][CH:18]=2)=[O:14])[CH2:5]1)=[N+:31]=[N-:32]. The yield is 0.860. (2) The reactants are [N:1]#[C:2]Br.[Br:4][C:5]1[CH:11]=[CH:10][C:8]([NH2:9])=[CH:7][C:6]=1[O:12][CH3:13]. The catalyst is CCOCC.C1COCC1. The product is [Br:4][C:5]1[CH:11]=[CH:10][C:8]([NH:9][C:2]#[N:1])=[CH:7][C:6]=1[O:12][CH3:13]. The yield is 0.120. (3) The reactants are [NH:1]1[C:10]2[C:5](=[CH:6][CH:7]=[C:8]([CH:11]3[CH2:16][CH2:15][N:14]([C:17]4[N:22]=[C:21]([CH3:23])[N:20]=[C:19](Cl)[C:18]=4[CH3:25])[CH2:13][CH2:12]3)[N:9]=2)[CH2:4][CH2:3][CH2:2]1.[NH2:26][CH2:27][C@@H:28]([C:40]([O:42][C:43]([CH3:46])([CH3:45])[CH3:44])=[O:41])[NH:29][C:30]([O:32][CH2:33][C:34]1[CH:39]=[CH:38][CH:37]=[CH:36][CH:35]=1)=[O:31].[F-].[Cs+]. The product is [CH3:46][C:43]([O:42][C:40](=[O:41])[C@H:28]([CH2:27][NH:26][C:19]1[C:18]([CH3:25])=[C:17]([N:14]2[CH2:15][CH2:16][CH:11]([C:8]3[N:9]=[C:10]4[C:5]([CH2:4][CH2:3][CH2:2][NH:1]4)=[CH:6][CH:7]=3)[CH2:12][CH2:13]2)[N:22]=[C:21]([CH3:23])[N:20]=1)[NH:29][C:30]([O:32][CH2:33][C:34]1[CH:39]=[CH:38][CH:37]=[CH:36][CH:35]=1)=[O:31])([CH3:44])[CH3:45]. The catalyst is COCCOC. The yield is 0.150. (4) The reactants are [N:1]1([C:5]2[N:10]=[CH:9][C:8]([NH:11][C:12](=[O:20])OC3C=CC=CC=3)=[CH:7][CH:6]=2)[CH2:4][CH2:3][CH2:2]1.[Cl:21][C:22]1[CH:23]=[C:24]([N:28]2[C:32]([CH2:33][NH2:34])=[CH:31][C:30]([C:35]([F:38])([F:37])[F:36])=[N:29]2)[CH:25]=[CH:26][CH:27]=1.C(N(CC)CC)C. The catalyst is CS(C)=O.O. The product is [N:1]1([C:5]2[N:10]=[CH:9][C:8]([NH:11][C:12]([NH:34][CH2:33][C:32]3[N:28]([C:24]4[CH:25]=[CH:26][CH:27]=[C:22]([Cl:21])[CH:23]=4)[N:29]=[C:30]([C:35]([F:38])([F:37])[F:36])[CH:31]=3)=[O:20])=[CH:7][CH:6]=2)[CH2:2][CH2:3][CH2:4]1. The yield is 0.800. (5) The reactants are [Cl:1][C:2]1[CH:3]=[C:4]([C:8]2[N:9]=[C:10](OS(C(F)(F)F)(=O)=O)[C:11]3[S:17][CH2:16][CH2:15][CH2:14][C:12]=3[N:13]=2)[CH:5]=[CH:6][CH:7]=1.[NH2:26][C:27]1[CH:32]=[CH:31][C:30]([CH2:33][C:34]([OH:36])=[O:35])=[CH:29][CH:28]=1.CS(C)=O. The catalyst is O. The product is [Cl:1][C:2]1[CH:3]=[C:4]([C:8]2[N:9]=[C:10]([NH:26][C:27]3[CH:28]=[CH:29][C:30]([CH2:33][C:34]([OH:36])=[O:35])=[CH:31][CH:32]=3)[C:11]3[S:17][CH2:16][CH2:15][CH2:14][C:12]=3[N:13]=2)[CH:5]=[CH:6][CH:7]=1. The yield is 0.970. (6) The catalyst is C1COCC1. The product is [O:21]1[CH:25]=[CH:24][CH:23]=[C:22]1[C:26]1[N:27]=[C:28]([NH:37][C:38]([C:40]2[CH:41]=[CH:42][N:43]=[CH:44][CH:45]=2)=[O:39])[S:29][C:30]=1[C:31]([C:2]1[CH:7]=[CH:6][CH:5]=[C:4]([O:8][CH3:9])[N:3]=1)=[O:36]. The yield is 0.340. The reactants are Br[C:2]1[CH:7]=[CH:6][CH:5]=[C:4]([O:8][CH3:9])[N:3]=1.C([Li])CCC.CCCCCC.[O:21]1[CH:25]=[CH:24][CH:23]=[C:22]1[C:26]1[N:27]=[C:28]([NH:37][C:38]([C:40]2[CH:45]=[CH:44][N:43]=[CH:42][CH:41]=2)=[O:39])[S:29][C:30]=1[C:31](=[O:36])N(OC)C.[Cl-].[NH4+]. (7) The reactants are Cl.[NH2:2][C@H:3]([C:8]1[CH:13]=[CH:12][C:11]([Cl:14])=[CH:10][CH:9]=1)[C:4]([O:6][CH3:7])=[O:5].Br[CH2:16][CH:17]=[CH2:18]. The catalyst is ClCCl. The product is [CH3:7][O:6][C:4](=[O:5])[C@H:3]([NH:2][CH2:18][CH:17]=[CH2:16])[C:8]1[CH:9]=[CH:10][C:11]([Cl:14])=[CH:12][CH:13]=1. The yield is 0.330. (8) The reactants are [C:1]1([N:7]2[C:11]3[CH:12]=[CH:13][CH:14]=[CH:15][C:10]=3[N:9]=[C:8]2[C:16]2[CH:21]=[CH:20][C:19](B3OC(C)(C)C(C)(C)O3)=[CH:18][CH:17]=2)[CH:6]=[CH:5][CH:4]=[CH:3][CH:2]=1.[Br:31][C:32]1[CH:37]=[CH:36][C:35](I)=[CH:34][CH:33]=1.C(=O)([O-])[O-].[K+].[K+]. The catalyst is O1CCOCC1.O.C1C=CC([P]([Pd]([P](C2C=CC=CC=2)(C2C=CC=CC=2)C2C=CC=CC=2)([P](C2C=CC=CC=2)(C2C=CC=CC=2)C2C=CC=CC=2)[P](C2C=CC=CC=2)(C2C=CC=CC=2)C2C=CC=CC=2)(C2C=CC=CC=2)C2C=CC=CC=2)=CC=1. The product is [Br:31][C:32]1[CH:37]=[CH:36][C:35]([C:19]2[CH:18]=[CH:17][C:16]([C:8]3[N:7]([C:1]4[CH:2]=[CH:3][CH:4]=[CH:5][CH:6]=4)[C:11]4[CH:12]=[CH:13][CH:14]=[CH:15][C:10]=4[N:9]=3)=[CH:21][CH:20]=2)=[CH:34][CH:33]=1. The yield is 0.800. (9) The reactants are [CH:1]1([CH2:4][N:5]2[CH2:10][CH2:9][N:8]([C:11]3[N:16]=[CH:15][C:14]([C:17]4[CH:24]=[CH:23][C:20]([C:21]#N)=[CH:19][CH:18]=4)=[CH:13][CH:12]=3)[CH2:7][CH2:6]2)[CH2:3][CH2:2]1.CC(C[AlH]CC(C)C)C.C[OH:35].[OH-].[Na+]. The catalyst is C1COCC1.O. The product is [CH:1]1([CH2:4][N:5]2[CH2:10][CH2:9][N:8]([C:11]3[N:16]=[CH:15][C:14]([C:17]4[CH:24]=[CH:23][C:20]([CH:21]=[O:35])=[CH:19][CH:18]=4)=[CH:13][CH:12]=3)[CH2:7][CH2:6]2)[CH2:3][CH2:2]1. The yield is 0.510. (10) The reactants are [F:1][C:2]1[C:7]([C:8]2[CH:13]=[CH:12][CH:11]=[C:10]([CH3:14])[CH:9]=2)=[C:6]([C:15]([OH:30])([C@@H:24]2[CH2:29][CH2:28][CH2:27][NH:26][CH2:25]2)[CH2:16][CH2:17][CH2:18][NH:19][C:20](=[O:23])[O:21][CH3:22])[CH:5]=[CH:4][CH:3]=1.C(N(CC)CC)C.[CH:38]([C:40]1[CH:45]=[CH:44][C:43]([S:46](Cl)(=[O:48])=[O:47])=[CH:42][CH:41]=1)=[O:39]. The catalyst is C(Cl)Cl. The product is [F:1][C:2]1[C:7]([C:8]2[CH:13]=[CH:12][CH:11]=[C:10]([CH3:14])[CH:9]=2)=[C:6]([C:15]([C@@H:24]2[CH2:29][CH2:28][CH2:27][N:26]([S:46]([C:43]3[CH:42]=[CH:41][C:40]([CH:38]=[O:39])=[CH:45][CH:44]=3)(=[O:48])=[O:47])[CH2:25]2)([OH:30])[CH2:16][CH2:17][CH2:18][NH:19][C:20](=[O:23])[O:21][CH3:22])[CH:5]=[CH:4][CH:3]=1. The yield is 0.750.